This data is from Human Reference Interactome with 51,813 positive PPI pairs across 8,248 proteins, plus equal number of experimentally-validated negative pairs. The task is: Binary Classification. Given two protein amino acid sequences, predict whether they physically interact or not. (1) Protein 1 (ENSG00000072274) has sequence MMDQARSAFSNLFGGEPLSYTRFSLARQVDGDNSHVEMKLAVDEEENADNNTKANVTKPKRCSGSICYGTIAVIVFFLIGFMIGYLGYCKGVEPKTECERLAGTESPVREEPGEDFPAARRLYWDDLKRKLSEKLDSTDFTGTIKLLNENSYVPREAGSQKDENLALYVENQFREFKLSKVWRDQHFVKIQVKDSAQNSVIIVDKNGRLVYLVENPGGYVAYSKAATVTGKLVHANFGTKKDFEDLYTPVNGSIVIVRAGKITFAEKVANAESLNAIGVLIYMDQTKFPIVNAELSFFGH.... Result: 1 (the proteins interact). Protein 2 (ENSG00000124098) has sequence MAGLLALLGPAGRVGARVRPRATWLLGATAPCAPPPLALALLPPRLDARLLRTARGDCRGHQDPSQATGTTGSSVSCTEEKKQSKSQQLKKIFQEYGTVGVSLHIGISLISLGIFYMVVSSGVDMPAILLKLGFKESLVQSKMAAGTSTFVVAYAIHKLFAPVRISITLVSVPLIVRYFRKVGFFKPPAAKP*XPLALALLPPRLDARLLRTARGDCRGHQSDRWHTGLGDPLQSGTFCTHRAAS*. (2) Protein 1 (ENSG00000165714) has sequence MGSEQSSEAESRPNDLNSSVTPSPAKHRAKMDDIVVVAQGSQASRNVSNDPDVIKLQEIPTFQPLLKGLLSGQTSPTNAKLEKLDSQQVLQLCLRYQDHLHQCAEAVAFDQNALVKRIKEMDLSVETLFSFMQERQKRYAKYAEQIQKVNEMSAILRRIQMGIDQTVPLLDRLNSMLPEGERLEPFSMKPDRELRL*MGSEQSSEAESRPNDLNSSGLLSGQTSPTNAKLEKLDSQQVLQLCLRYQDHLHQCAEAVAFDQNALVKRIKEMDLSVETLFSFMQERQKRYAKYAEQIQKVNE.... Protein 2 (ENSG00000080822) has sequence MDNRFATAFVIACVLSLISTIYMAASIGTDFWYEYRSPVQENSSDLNKSIWDEFISDEADEKTYNDALFRYNGTVGLWRRCITIPKNMHWYSPPERTESFDVVTKCVSFTLTEQFMEKFVDPGNHNSGIDLLRTYLWRCQFLLPFVSLGLMCFGALIGLCACICRSLYPTIATGILHLLAGLCTLGSVSCYVAGIELLHQKLELPDNVSGEFGWSFCLACVSAPLQFMASALFIWAAHTNRKEYTLMKAYRVA*MGGDRLENKTSVSVASWSSLNARMDNRFATAFVIACVLSLISTIYM.... Result: 0 (the proteins do not interact).